This data is from Forward reaction prediction with 1.9M reactions from USPTO patents (1976-2016). The task is: Predict the product of the given reaction. The product is: [NH2:1][C:2]1[CH:3]=[CH:4][C:5]([C:6]([O:8][CH2:9][CH3:10])=[O:7])=[CH:11][C:12]=1[Br:19]. Given the reactants [NH2:1][C:2]1[CH:12]=[CH:11][C:5]([C:6]([O:8][CH2:9][CH3:10])=[O:7])=[CH:4][CH:3]=1.C1C=C[NH+]=CC=1.[Br:19][Br-]Br, predict the reaction product.